Dataset: Forward reaction prediction with 1.9M reactions from USPTO patents (1976-2016). Task: Predict the product of the given reaction. (1) Given the reactants [H-].[Na+].[C:3](=[O:8])([O:6][CH3:7])OC.[CH3:9][CH:10]([CH3:15])[CH2:11][C:12](=[O:14])[CH3:13].Cl, predict the reaction product. The product is: [CH3:7][O:6][C:3](=[O:8])[CH2:13][C:12](=[O:14])[CH2:11][CH:10]([CH3:15])[CH3:9]. (2) Given the reactants [NH2:1][C@@H:2]([CH2:65][CH2:66][CH2:67][CH2:68][NH2:69])[C:3](=[O:64])[NH:4][CH2:5][CH2:6][CH2:7][O:8][CH2:9][CH2:10][O:11][CH2:12][CH2:13][O:14][CH2:15][CH2:16][CH2:17][NH:18][C:19](=[O:63])[CH2:20][CH2:21][O:22][CH2:23][CH2:24][O:25][CH2:26][CH2:27][O:28][CH2:29][CH2:30][O:31][CH2:32][CH2:33][O:34][CH2:35][CH2:36][C:37]([NH:39][CH2:40][CH2:41][CH2:42][O:43][CH2:44][CH2:45][O:46][CH2:47][CH2:48][O:49][CH2:50][CH2:51][CH2:52][NH:53][C:54](=[O:62])[C@@H:55]([NH2:61])[CH2:56][CH2:57][CH2:58][CH2:59][NH2:60])=[O:38].[C:70](Cl)(=[O:84])[CH2:71][CH2:72][CH2:73][CH2:74][CH2:75][CH2:76][CH2:77][CH2:78][CH2:79][CH2:80][CH2:81][CH2:82][CH3:83].C(N([CH2:91][CH3:92])CC)C, predict the reaction product. The product is: [O:64]=[C:3]([C@H:2]([NH:1][C:70](=[O:84])[CH2:71][CH2:72][CH2:73][CH2:74][CH2:75][CH2:76][CH2:77][CH2:78][CH2:79][CH2:80][CH2:81][CH2:91][CH3:92])[CH2:65][CH2:66][CH2:67][CH2:68][NH:69][C:70](=[O:84])[CH2:71][CH2:72][CH2:73][CH2:74][CH2:75][CH2:76][CH2:77][CH2:78][CH2:79][CH2:80][CH2:81][CH2:82][CH3:83])[NH:4][CH2:5][CH2:6][CH2:7][O:8][CH2:9][CH2:10][O:11][CH2:12][CH2:13][O:14][CH2:15][CH2:16][CH2:17][NH:18][C:19](=[O:63])[CH2:20][CH2:21][O:22][CH2:23][CH2:24][O:25][CH2:26][CH2:27][O:28][CH2:29][CH2:30][O:31][CH2:32][CH2:33][O:34][CH2:35][CH2:36][C:37]([NH:39][CH2:40][CH2:41][CH2:42][O:43][CH2:44][CH2:45][O:46][CH2:47][CH2:48][O:49][CH2:50][CH2:51][CH2:52][NH:53][C:54](=[O:62])[C@H:55]([NH:61][C:70](=[O:84])[CH2:71][CH2:72][CH2:73][CH2:74][CH2:75][CH2:76][CH2:77][CH2:78][CH2:79][CH2:80][CH2:81][CH2:82][CH3:83])[CH2:56][CH2:57][CH2:58][CH2:59][NH:60][C:70](=[O:84])[CH2:71][CH2:72][CH2:73][CH2:74][CH2:75][CH2:76][CH2:77][CH2:78][CH2:79][CH2:80][CH2:81][CH2:82][CH3:83])=[O:38]. (3) Given the reactants Br[CH2:2][C:3](=O)[CH2:4][CH2:5][CH2:6][CH2:7][CH2:8][NH:9][C:10](=[O:21])[CH2:11][O:12][CH2:13][C:14]1[CH:19]=[CH:18][C:17]([F:20])=[CH:16][CH:15]=1.[NH2:23][C:24]([NH2:26])=[S:25], predict the reaction product. The product is: [NH2:26][C:24]1[S:25][CH:2]=[C:3]([CH2:4][CH2:5][CH2:6][CH2:7][CH2:8][NH:9][C:10](=[O:21])[CH2:11][O:12][CH2:13][C:14]2[CH:19]=[CH:18][C:17]([F:20])=[CH:16][CH:15]=2)[N:23]=1. (4) Given the reactants [O:1]=[C:2]1[NH:21][CH2:20][CH2:19][C:4]2([CH2:8][C@H:7]([C:9]([O:11]CC3C=CC=CC=3)=[O:10])[CH2:6][CH2:5]2)[NH:3]1, predict the reaction product. The product is: [O:1]=[C:2]1[NH:21][CH2:20][CH2:19][C:4]2([CH2:8][C@H:7]([C:9]([OH:11])=[O:10])[CH2:6][CH2:5]2)[NH:3]1. (5) Given the reactants Cl[C:2]1[C:3]2[S:10][CH:9]=[C:8]([C:11]([NH:13][C:14]3[C:19]([Cl:20])=[CH:18][CH:17]=[C:16]([NH:21][S:22]([CH2:25][CH2:26][CH2:27][F:28])(=[O:24])=[O:23])[C:15]=3[F:29])=[O:12])[C:4]=2[N:5]=[CH:6][N:7]=1.[NH3:30], predict the reaction product. The product is: [Cl:20][C:19]1[C:14]([NH:13][C:11]([C:8]2[C:4]3[N:5]=[CH:6][N:7]=[C:2]([NH2:30])[C:3]=3[S:10][CH:9]=2)=[O:12])=[C:15]([F:29])[C:16]([NH:21][S:22]([CH2:25][CH2:26][CH2:27][F:28])(=[O:24])=[O:23])=[CH:17][CH:18]=1.